From a dataset of Full USPTO retrosynthesis dataset with 1.9M reactions from patents (1976-2016). Predict the reactants needed to synthesize the given product. (1) Given the product [CH2:29]([O:24][C:23]([C:2]1[N:3]=[N:4][C:5]([O:8][CH2:9][C:10]2[C:11]([C:16]3[CH:21]=[CH:20][CH:19]=[C:18]([F:22])[CH:17]=3)=[N:12][O:13][C:14]=2[CH3:15])=[CH:6][CH:7]=1)=[O:26])[CH3:30], predict the reactants needed to synthesize it. The reactants are: Cl[C:2]1[N:3]=[N:4][C:5]([O:8][CH2:9][C:10]2[C:11]([C:16]3[CH:21]=[CH:20][CH:19]=[C:18]([F:22])[CH:17]=3)=[N:12][O:13][C:14]=2[CH3:15])=[CH:6][CH:7]=1.[C:23](=[O:26])([O-])[O-:24].[Na+].[Na+].[CH2:29](O)[CH3:30]. (2) The reactants are: N1C2C(=CC=CC=2)NC1=O.[N+:11]([C:14]1[CH:22]=[CH:21][CH:20]=[C:19]2[C:15]=1[CH2:16][C:17](=[O:23])[NH:18]2)([O-])=O. Given the product [NH2:11][C:14]1[CH:22]=[CH:21][CH:20]=[C:19]2[C:15]=1[CH2:16][C:17](=[O:23])[NH:18]2, predict the reactants needed to synthesize it. (3) Given the product [CH2:47]([Cl:49])[Cl:48].[CH3:13][OH:14].[NH4+:16].[OH-:33].[NH2:22][C:18]1[S:19][CH2:20][CH2:21][C@@:7]2([N:17]=1)[C:6]1[CH:5]=[C:4]([O:23][CH3:24])[CH:3]=[C:2]([F:1])[C:15]=1[O:14][C:13]1[C:8]2=[CH:9][C:10]([NH:16][C:32](=[O:34])[C:29]2[CH:28]=[CH:27][C:26]([Cl:25])=[CH:31][N:30]=2)=[CH:11][CH:12]=1, predict the reactants needed to synthesize it. The reactants are: [F:1][C:2]1[C:15]2[O:14][C:13]3[C:8](=[CH:9][C:10]([NH2:16])=[CH:11][CH:12]=3)[C@@:7]3([CH2:21][CH2:20][S:19][C:18]([NH2:22])=[N:17]3)[C:6]=2[CH:5]=[C:4]([O:23][CH3:24])[CH:3]=1.[Cl:25][C:26]1[CH:27]=[CH:28][C:29]([C:32]([OH:34])=[O:33])=[N:30][CH:31]=1.CCCP(=O)=O.C(OCC)(=O)C.[CH2:47]([Cl:49])[Cl:48]. (4) Given the product [OH:4][CH:5]([CH3:24])[C:6]([NH:8][CH2:9][CH2:10][CH:11]1[C:22]2[C:21]3[O:20][C:19]([CH3:23])=[N:18][C:17]=3[CH:16]=[CH:15][C:14]=2[CH2:13][CH2:12]1)=[O:7], predict the reactants needed to synthesize it. The reactants are: C([O:4][CH:5]([CH3:24])[C:6]([NH:8][CH2:9][CH2:10][CH:11]1[C:22]2[C:21]3[O:20][C:19]([CH3:23])=[N:18][C:17]=3[CH:16]=[CH:15][C:14]=2[CH2:13][CH2:12]1)=[O:7])(=O)C.[OH-].[Na+]. (5) The reactants are: [NH:1]1[C:9]2[C:4](=[CH:5][CH:6]=[CH:7][CH:8]=2)[C:3]([CH2:10][C:11]([OH:13])=[O:12])=[CH:2]1.S(Cl)(Cl)=O.[CH3:18]O. Given the product [NH:1]1[C:9]2[C:4](=[CH:5][CH:6]=[CH:7][CH:8]=2)[C:3]([CH2:10][C:11]([O:13][CH3:18])=[O:12])=[CH:2]1, predict the reactants needed to synthesize it. (6) Given the product [Cl:1][C:2]1[CH:3]=[C:4]([NH:10][C:11](=[O:20])[C:12]([C:30]#[C:29][C:26]2[CH:27]=[CH:28][C:23]([C:22]([F:21])([F:31])[F:32])=[CH:24][CH:25]=2)([OH:19])[CH:13]2[CH2:14][CH2:15][CH2:16][CH2:17][CH2:18]2)[CH:5]=[CH:6][C:7]=1[C:8]#[N:9], predict the reactants needed to synthesize it. The reactants are: [Cl:1][C:2]1[CH:3]=[C:4]([NH:10][C:11](=[O:20])[C:12](=[O:19])[CH:13]2[CH2:18][CH2:17][CH2:16][CH2:15][CH2:14]2)[CH:5]=[CH:6][C:7]=1[C:8]#[N:9].[F:21][C:22]([F:32])([F:31])[C:23]1[CH:28]=[CH:27][C:26]([C:29]#[CH:30])=[CH:25][CH:24]=1.C([Li])CCC. (7) Given the product [CH2:14]([N:16]1[C:24]2[C:19](=[CH:20][C:21]([NH:11][CH2:10][CH2:9][C:6]3[CH:7]=[N:8][C:3]([C:2]([F:12])([F:1])[F:13])=[CH:4][CH:5]=3)=[CH:22][CH:23]=2)[C:18]([CH3:28])=[N:17]1)[CH3:15], predict the reactants needed to synthesize it. The reactants are: [F:1][C:2]([F:13])([F:12])[C:3]1[N:8]=[CH:7][C:6]([CH2:9][C:10]#[N:11])=[CH:5][CH:4]=1.[CH2:14]([N:16]1[C:24]2[C:19](=[CH:20][C:21]([N+]([O-])=O)=[CH:22][CH:23]=2)[C:18]([CH3:28])=[N:17]1)[CH3:15].C([O-])=O.[NH4+]. (8) Given the product [Cl:20][C:21]1[C:22]([N+:29]([O-:31])=[O:30])=[CH:23][C:24]([CH3:28])=[C:25]([CH:26]=1)[O:1][CH2:2][CH2:3][CH2:4][N:5]1[CH2:10][CH2:9][N:8]([C:11]([O:13][C:14]([CH3:17])([CH3:16])[CH3:15])=[O:12])[CH2:7][CH2:6]1, predict the reactants needed to synthesize it. The reactants are: [OH:1][CH2:2][CH2:3][CH2:4][N:5]1[CH2:10][CH2:9][N:8]([C:11]([O:13][C:14]([CH3:17])([CH3:16])[CH3:15])=[O:12])[CH2:7][CH2:6]1.[H-].[Na+].[Cl:20][C:21]1[CH:26]=[C:25](F)[C:24]([CH3:28])=[CH:23][C:22]=1[N+:29]([O-:31])=[O:30].O. (9) The reactants are: C(OC([N:8]1[CH2:13][CH2:12][CH:11]([C:14](=[O:31])[NH:15][C:16]2[CH:21]=[CH:20][CH:19]=[CH:18][C:17]=2[O:22][C:23]2[CH:28]=[C:27]([Cl:29])[CH:26]=[C:25]([Cl:30])[CH:24]=2)[CH2:10][CH2:9]1)=O)(C)(C)C.C(O)(C(F)(F)F)=O.C([O-])([O-])=O.[K+].[K+]. Given the product [Cl:29][C:27]1[CH:28]=[C:23]([CH:24]=[C:25]([Cl:30])[CH:26]=1)[O:22][C:17]1[CH:18]=[CH:19][CH:20]=[CH:21][C:16]=1[NH:15][C:14]([CH:11]1[CH2:12][CH2:13][NH:8][CH2:9][CH2:10]1)=[O:31], predict the reactants needed to synthesize it. (10) Given the product [CH3:18][O:9][C:7](=[O:8])[CH2:6][C@H:5]([OH:4])[C:10]([N:12]1[CH2:17][CH2:16][O:15][CH2:14][CH2:13]1)=[O:11], predict the reactants needed to synthesize it. The reactants are: C([O:4][C@H:5]([C:10]([N:12]1[CH2:17][CH2:16][O:15][CH2:14][CH2:13]1)=[O:11])[CH2:6][C:7]([OH:9])=[O:8])(=O)C.[C:18](OC(CC(N1CCOCC1)=O)C(O)=O)(=O)C.O1CCOCC1.C([O-])(O)=O.[Na+].